Dataset: CYP3A4 inhibition data for predicting drug metabolism from PubChem BioAssay. Task: Regression/Classification. Given a drug SMILES string, predict its absorption, distribution, metabolism, or excretion properties. Task type varies by dataset: regression for continuous measurements (e.g., permeability, clearance, half-life) or binary classification for categorical outcomes (e.g., BBB penetration, CYP inhibition). Dataset: cyp3a4_veith. (1) The drug is O=C(C1CCN(S(=O)(=O)c2cccc3nsnc23)CC1)N1CCN(c2ccccc2F)CC1. The result is 0 (non-inhibitor). (2) The molecule is Cc1cc(C)n(-c2nc(Nc3ccccc3C)nc(-n3nc(C)cc3C)n2)n1. The result is 1 (inhibitor). (3) The molecule is CCCCN1C(=O)CN(CCc2ccccc2)C(=O)C1c1ccc(OC)cc1. The result is 1 (inhibitor). (4) The drug is c1ccc(N2CCN(CCCOc3ccc4c(c3)OCO4)CC2)cc1. The result is 1 (inhibitor). (5) The drug is Cc1ncc(CNC(=O)N(CCCl)N=O)c(N)n1. The result is 0 (non-inhibitor). (6) The molecule is CC(C)NC(=O)N1CCCC2(CCN(C(=O)c3ccncc3)CC2)C1. The result is 1 (inhibitor). (7) The molecule is Cc1ccc(C2C(=O)N(C3CCCC3)CC(=O)N2CC2COc3ccccc3O2)cc1. The result is 1 (inhibitor).